From a dataset of Forward reaction prediction with 1.9M reactions from USPTO patents (1976-2016). Predict the product of the given reaction. (1) Given the reactants Cl[C:2]1[N:7]=[C:6](Cl)[C:5]([F:9])=[CH:4][N:3]=1.[Cl:10][C:11]1[CH:12]=[C:13]([CH:15]=[CH:16][CH:17]=1)[NH2:14], predict the reaction product. The product is: [Cl:10][C:11]1[CH:12]=[C:13]([NH:14][C:2]2[N:7]=[C:6]([NH:14][C:13]3[CH:15]=[CH:16][CH:17]=[C:11]([Cl:10])[CH:12]=3)[C:5]([F:9])=[CH:4][N:3]=2)[CH:15]=[CH:16][CH:17]=1. (2) Given the reactants Br[C:2]1[CH:3]=[CH:4][C:5]([CH3:23])=[C:6]([CH:22]=1)[C:7]([NH:9][C:10]1[C:11]([CH3:21])=[C:12]([CH:17]=[CH:18][C:19]=1[CH3:20])[C:13]([O:15][CH3:16])=[O:14])=[O:8].[C:24]([Si:28]([CH3:37])([CH3:36])[O:29][CH2:30][CH:31]1[CH2:35][CH2:34][NH:33][CH2:32]1)([CH3:27])([CH3:26])[CH3:25].C([O-])([O-])=O.[Cs+].[Cs+].COC1C=CC=C(OC)C=1C1C=CC=CC=1P(C1CCCCC1)C1CCCCC1, predict the reaction product. The product is: [Si:28]([O:29][CH2:30][CH:31]1[CH2:35][CH2:34][N:33]([C:2]2[CH:3]=[CH:4][C:5]([CH3:23])=[C:6]([CH:22]=2)[C:7]([NH:9][C:10]2[C:11]([CH3:21])=[C:12]([CH:17]=[CH:18][C:19]=2[CH3:20])[C:13]([O:15][CH3:16])=[O:14])=[O:8])[CH2:32]1)([C:24]([CH3:27])([CH3:26])[CH3:25])([CH3:37])[CH3:36]. (3) The product is: [CH2:1]([O:8][C:9]([N:11]1[CH2:15][C@@H:14]([NH:16][C:17]([O:19][CH2:20][C:21]2[CH:26]=[CH:25][CH:24]=[CH:23][CH:22]=2)=[O:18])[CH2:13][C@H:12]1[CH2:27][O:28][S:35]([C:32]1[CH:33]=[CH:34][C:29]([CH3:39])=[CH:30][CH:31]=1)(=[O:37])=[O:36])=[O:10])[C:2]1[CH:3]=[CH:4][CH:5]=[CH:6][CH:7]=1. Given the reactants [CH2:1]([O:8][C:9]([N:11]1[CH2:15][C@@H:14]([NH:16][C:17]([O:19][CH2:20][C:21]2[CH:26]=[CH:25][CH:24]=[CH:23][CH:22]=2)=[O:18])[CH2:13][C@H:12]1[CH2:27][OH:28])=[O:10])[C:2]1[CH:7]=[CH:6][CH:5]=[CH:4][CH:3]=1.[C:29]1([CH3:39])[CH:34]=[CH:33][C:32]([S:35](Cl)(=[O:37])=[O:36])=[CH:31][CH:30]=1.CC(=O)OCC, predict the reaction product. (4) Given the reactants [Br:1][C:2]1[C:3](Cl)=[N:4][C:5]([Cl:8])=[N:6][CH:7]=1.[CH3:10][O:11][C:12]1[NH:16][N:15]=[C:14]([NH2:17])[CH:13]=1.C(N(CC)CC)C, predict the reaction product. The product is: [Br:1][C:2]1[C:3]([NH:17][C:14]2[CH:13]=[C:12]([O:11][CH3:10])[NH:16][N:15]=2)=[N:4][C:5]([Cl:8])=[N:6][CH:7]=1. (5) Given the reactants [F:1][C:2]1[CH:3]=[C:4]([CH:21]=[CH:22][CH:23]=1)[CH2:5][O:6][C:7]1[CH:12]=[CH:11][C:10]([N:13]2[CH2:17][CH:16]([CH2:18]O)[CH2:15][C:14]2=[O:20])=[CH:9][CH:8]=1.CS(Cl)(=O)=O.[C-:29]#[N:30].[Na+], predict the reaction product. The product is: [F:1][C:2]1[CH:3]=[C:4]([CH:21]=[CH:22][CH:23]=1)[CH2:5][O:6][C:7]1[CH:8]=[CH:9][C:10]([N:13]2[C:14](=[O:20])[CH2:15][CH:16]([CH2:18][C:29]#[N:30])[CH2:17]2)=[CH:11][CH:12]=1. (6) Given the reactants [C:1]([N:8]1[CH2:13][CH2:12][CH2:11][CH2:10][C:9]1=O)([O:3][C:4]([CH3:7])([CH3:6])[CH3:5])=[O:2].C(NC(C)C)(C)C.[Li].C1C=CC(N[S:30]([C:33]([F:36])([F:35])[F:34])(=[O:32])=[O:31])=CC=1.[O:37]1CCCC1, predict the reaction product. The product is: [F:34][C:33]([F:36])([F:35])[S:30]([O:37][C:11]1[CH2:10][CH2:9][N:8]([C:1]([O:3][C:4]([CH3:7])([CH3:6])[CH3:5])=[O:2])[CH2:13][CH:12]=1)(=[O:32])=[O:31].